This data is from Reaction yield outcomes from USPTO patents with 853,638 reactions. The task is: Predict the reaction yield, written as a fraction of the theoretical maximum amount of product (1.0 means a 100% yield; for example, 0.34 means a 34% yield). (1) The reactants are [CH2:1]([O:3][C:4](=[O:38])[CH2:5][CH2:6][CH2:7][O:8][C:9]1[CH:14]=[CH:13][CH:12]=[C:11]([CH2:15][CH2:16][CH2:17][CH2:18][CH2:19][CH2:20][O:21][C:22]2[CH:27]=[C:26]([CH2:28][OH:29])[CH:25]=[C:24](Br)[CH:23]=2)[C:10]=1[CH2:31][CH2:32][C:33]([O:35][CH2:36][CH3:37])=[O:34])[CH3:2].[CH3:39][S:40]([C:43]1[CH:48]=[CH:47][C:46](B(O)O)=[CH:45][CH:44]=1)(=[O:42])=[O:41].C(=O)([O-])[O-].[Cs+].[Cs+].C(COC)OC. The catalyst is O.C(OCC)(=O)C.C1C=CC(P(C2C=CC=CC=2)[C-]2C=CC=C2)=CC=1.C1C=CC(P(C2C=CC=CC=2)[C-]2C=CC=C2)=CC=1.Cl[Pd]Cl.[Fe+2]. The product is [CH2:1]([O:3][C:4](=[O:38])[CH2:5][CH2:6][CH2:7][O:8][C:9]1[CH:14]=[CH:13][CH:12]=[C:11]([CH2:15][CH2:16][CH2:17][CH2:18][CH2:19][CH2:20][O:21][C:22]2[CH:23]=[C:24]([C:46]3[CH:47]=[CH:48][C:43]([S:40]([CH3:39])(=[O:42])=[O:41])=[CH:44][CH:45]=3)[CH:25]=[C:26]([CH2:28][OH:29])[CH:27]=2)[C:10]=1[CH2:31][CH2:32][C:33]([O:35][CH2:36][CH3:37])=[O:34])[CH3:2]. The yield is 0.550. (2) The reactants are [CH3:1][O:2][C:3]1[CH:29]=[CH:28][C:6]([CH2:7][N:8]2[CH:12]=[C:11]([C:13]3[CH:18]=[CH:17][CH:16]=[CH:15][CH:14]=3)[N:10]=[C:9]2[CH2:19][O:20][Si:21]([C:24]([CH3:27])([CH3:26])[CH3:25])([CH3:23])[CH3:22])=[CH:5][CH:4]=1.[I:30]N1C(=O)CCC1=O. The catalyst is CC#N.CCOCC. The product is [CH3:1][O:2][C:3]1[CH:4]=[CH:5][C:6]([CH2:7][N:8]2[C:12]([I:30])=[C:11]([C:13]3[CH:18]=[CH:17][CH:16]=[CH:15][CH:14]=3)[N:10]=[C:9]2[CH2:19][O:20][Si:21]([C:24]([CH3:26])([CH3:25])[CH3:27])([CH3:22])[CH3:23])=[CH:28][CH:29]=1. The yield is 0.850. (3) The reactants are Cl.C(O[C:5]([C:7]1[NH:8][CH:9]=[CH:10][C:11]=1[NH2:12])=[O:6])C.C(O)(=O)C.[CH:17](N)=[NH:18]. The catalyst is CCO. The product is [N:12]1[C:11]2[CH:10]=[CH:9][NH:8][C:7]=2[C:5](=[O:6])[NH:18][CH:17]=1. The yield is 0.800. (4) The reactants are [CH2:1]([N:8]1[C:16]2[C:11](=[CH:12][C:13]([C:17]([OH:26])([C:22]([F:25])([F:24])[F:23])[C:18]([F:21])([F:20])[F:19])=[CH:14][CH:15]=2)[CH:10]=[C:9]1[CH3:27])[C:2]1[CH:7]=[CH:6][CH:5]=[CH:4][CH:3]=1.[O-]S(C(F)(F)[F:33])(=O)=O.F[N+]1C=CC=CC=1.[NH4+].[Cl-].CCOCC. The catalyst is ClC(Cl)C. The product is [CH2:1]([N:8]1[C:16]2[C:11](=[CH:12][C:13]([C:17]([OH:26])([C:18]([F:19])([F:20])[F:21])[C:22]([F:25])([F:23])[F:24])=[CH:14][CH:15]=2)[C:10]([F:33])=[C:9]1[CH3:27])[C:2]1[CH:3]=[CH:4][CH:5]=[CH:6][CH:7]=1. The yield is 0.110. (5) The reactants are [CH3:1][C:2]1[CH:7]=[C:6]([CH3:8])[N:5]2[N:9]=[CH:10][C:11]([C:12]([OH:14])=O)=[C:4]2[N:3]=1.[C:15]([C:17]1[CH:23]=[CH:22][C:20]([NH2:21])=[CH:19][CH:18]=1)#[CH:16].CN(C(ON1N=NC2C=CC=NC1=2)=[N+](C)C)C.F[P-](F)(F)(F)(F)F.C(N(C(C)C)CC)(C)C. The catalyst is CN(C=O)C. The product is [C:15]([C:17]1[CH:23]=[CH:22][C:20]([NH:21][C:12]([C:11]2[CH:10]=[N:9][N:5]3[C:6]([CH3:8])=[CH:7][C:2]([CH3:1])=[N:3][C:4]=23)=[O:14])=[CH:19][CH:18]=1)#[CH:16]. The yield is 0.460. (6) The reactants are [CH3:1][S:2][C:3]1[N:4]=[CH:5][C:6]2[CH:12]=[CH:11][C:10](=[O:13])[NH:9][C:7]=2[N:8]=1.[H-].[Na+].Cl[CH2:17][C:18]1[N:19]=[CH:20][S:21][C:22]=1[CH:23]1[CH2:25][CH2:24]1. The catalyst is CN(C)C=O. The product is [CH:23]1([C:22]2[S:21][CH:20]=[N:19][C:18]=2[CH2:17][N:9]2[C:7]3[N:8]=[C:3]([S:2][CH3:1])[N:4]=[CH:5][C:6]=3[CH:12]=[CH:11][C:10]2=[O:13])[CH2:25][CH2:24]1. The yield is 0.480. (7) The reactants are [NH2:1][CH2:2][C@@:3]1([OH:11])[CH:8]2[CH2:9][CH2:10][N:5]([CH2:6][CH2:7]2)[CH2:4]1.CCN(C(C)C)C(C)C.C([O-])([O-])=O.[Cs+].[Cs+].[O:27]1[C:35]2[C:30](=[N:31][CH:32]=[CH:33][CH:34]=2)[N:29]=[C:28]1[N:36]=[C:37](SC)SC. The catalyst is CN(C=O)C. The product is [O:27]1[C:35]2[C:30](=[N:31][CH:32]=[CH:33][CH:34]=2)[N:29]=[C:28]1[NH:36][C:37]1[O:11][C@:3]2([CH2:2][N:1]=1)[CH:8]1[CH2:7][CH2:6][N:5]([CH2:10][CH2:9]1)[CH2:4]2. The yield is 0.860.